Dataset: Catalyst prediction with 721,799 reactions and 888 catalyst types from USPTO. Task: Predict which catalyst facilitates the given reaction. (1) Reactant: [NH2:1][CH2:2][C:3]1([CH3:23])[CH2:22][CH2:21][CH2:20][C:5]2([O:9][C:8](=[O:10])[N:7]([C:11]3[CH:16]=[CH:15][CH:14]=[C:13]([O:17][CH2:18][CH3:19])[CH:12]=3)[CH2:6]2)[CH2:4]1.[Br:24][C:25]1[CH:26]=[C:27]([CH:30]=[C:31](F)[C:32]=1[N+:33]([O-:35])=[O:34])[C:28]#[N:29].C(=O)([O-])[O-].[K+].[K+]. Product: [Br:24][C:25]1[CH:26]=[C:27]([CH:30]=[C:31]([NH:1][CH2:2][C:3]2([CH3:23])[CH2:22][CH2:21][CH2:20][C:5]3([O:9][C:8](=[O:10])[N:7]([C:11]4[CH:16]=[CH:15][CH:14]=[C:13]([O:17][CH2:18][CH3:19])[CH:12]=4)[CH2:6]3)[CH2:4]2)[C:32]=1[N+:33]([O-:35])=[O:34])[C:28]#[N:29]. The catalyst class is: 23. (2) Reactant: [CH3:1][CH:2]([CH3:23])[C@@H:3]([NH:12]C(=O)OCC1C=CC=CC=1)[C:4](=[O:11])[NH:5][CH2:6][C:7]([F:10])([F:9])[F:8].[H][H]. Product: [NH2:12][C@H:3]([CH:2]([CH3:23])[CH3:1])[C:4]([NH:5][CH2:6][C:7]([F:8])([F:9])[F:10])=[O:11]. The catalyst class is: 591. (3) Product: [F:1][C:2]1[CH:24]=[CH:23][CH:22]=[C:21]([F:25])[C:3]=1[O:4][C:5]1[C:18](=[O:19])[N:17]([CH3:20])[C:8]2[N:9]=[C:10]([NH:26][C:27]([CH3:31])([CH3:30])[CH2:28][OH:29])[N:11]=[CH:12][C:7]=2[CH:6]=1. Reactant: [F:1][C:2]1[CH:24]=[CH:23][CH:22]=[C:21]([F:25])[C:3]=1[O:4][C:5]1[C:18](=[O:19])[N:17]([CH3:20])[C:8]2[N:9]=[C:10](S(C)(=O)=O)[N:11]=[CH:12][C:7]=2[CH:6]=1.[NH2:26][C:27]([CH3:31])([CH3:30])[CH2:28][OH:29].CO.O. The catalyst class is: 60.